Dataset: NCI-60 drug combinations with 297,098 pairs across 59 cell lines. Task: Regression. Given two drug SMILES strings and cell line genomic features, predict the synergy score measuring deviation from expected non-interaction effect. (1) Drug 1: CS(=O)(=O)C1=CC(=C(C=C1)C(=O)NC2=CC(=C(C=C2)Cl)C3=CC=CC=N3)Cl. Drug 2: CC1CCC2CC(C(=CC=CC=CC(CC(C(=O)C(C(C(=CC(C(=O)CC(OC(=O)C3CCCCN3C(=O)C(=O)C1(O2)O)C(C)CC4CCC(C(C4)OC)OCCO)C)C)O)OC)C)C)C)OC. Cell line: NCI-H226. Synergy scores: CSS=12.1, Synergy_ZIP=-4.89, Synergy_Bliss=0.916, Synergy_Loewe=1.51, Synergy_HSA=3.22. (2) Drug 1: C1=NC(=NC(=O)N1C2C(C(C(O2)CO)O)O)N. Drug 2: B(C(CC(C)C)NC(=O)C(CC1=CC=CC=C1)NC(=O)C2=NC=CN=C2)(O)O. Cell line: HCT116. Synergy scores: CSS=66.6, Synergy_ZIP=-8.50, Synergy_Bliss=-14.2, Synergy_Loewe=-14.9, Synergy_HSA=-11.8. (3) Drug 1: C1=CC(=CC=C1CCCC(=O)O)N(CCCl)CCCl. Drug 2: CCC1(CC2CC(C3=C(CCN(C2)C1)C4=CC=CC=C4N3)(C5=C(C=C6C(=C5)C78CCN9C7C(C=CC9)(C(C(C8N6C)(C(=O)OC)O)OC(=O)C)CC)OC)C(=O)OC)O.OS(=O)(=O)O. Cell line: HOP-62. Synergy scores: CSS=21.8, Synergy_ZIP=-3.62, Synergy_Bliss=-2.39, Synergy_Loewe=-11.7, Synergy_HSA=-0.766.